Dataset: Full USPTO retrosynthesis dataset with 1.9M reactions from patents (1976-2016). Task: Predict the reactants needed to synthesize the given product. (1) Given the product [CH2:16]([C@H:6]1[CH2:11][CH2:10][C@H:9]([CH:21]2[CH2:17][CH2:19][O:20]2)[CH2:8][CH2:7]1)[CH2:1][CH3:2], predict the reactants needed to synthesize it. The reactants are: [CH2:1]([Li])[CH2:2]CC.[C:6]1([CH3:16])[CH:11]=[CH:10][C:9](S(Cl)(=O)=O)=[CH:8][CH:7]=1.[CH2:17]1[CH2:21][O:20][CH2:19]C1. (2) Given the product [Cl:2][C:13](=[CH2:14])[C:8]([CH3:16])([CH3:7])[C:9]([O:11][CH3:12])=[O:10], predict the reactants needed to synthesize it. The reactants are: P(Cl)(Cl)(Cl)(Cl)[Cl:2].[CH3:7][C:8]([CH3:16])([C:13](=O)[CH3:14])[C:9]([O:11][CH3:12])=[O:10]. (3) Given the product [CH2:8]([C:21]1[CH:20]=[C:19]([C:2]2[N:7]=[CH:6][CH:5]=[CH:4][N:3]=2)[CH:18]=[CH:17][C:16]=1[O:15][C:8]1[CH:9]=[CH:14][C:13]([C:2]2[N:7]=[CH:6][CH:5]=[CH:4][N:3]=2)=[CH:12][C:11]=1[CH2:10][C:17]1[CH:16]=[CH:21][CH:20]=[CH:19][CH:18]=1)[C:9]1[CH:10]=[CH:11][CH:12]=[CH:13][CH:14]=1, predict the reactants needed to synthesize it. The reactants are: Br[C:2]1[N:7]=[CH:6][CH:5]=[CH:4][N:3]=1.[CH2:8]([O:15][C:16]1[CH:21]=[CH:20][C:19](B(O)O)=[CH:18][CH:17]=1)[C:9]1[CH:14]=[CH:13][CH:12]=[CH:11][CH:10]=1.C(=O)([O-])[O-].[Na+].[Na+]. (4) Given the product [CH:1]1([CH2:4][N:5]2[CH2:19][CH2:18][CH2:17][N:8]3[C:9]4[CH:10]=[CH:11][C:12]([O:16][CH:27]5[CH2:28][CH2:29][N:24]([CH:21]([CH3:23])[CH3:22])[CH2:25][CH2:26]5)=[CH:13][C:14]=4[CH:15]=[C:7]3[C:6]2=[O:20])[CH2:2][CH2:3]1, predict the reactants needed to synthesize it. The reactants are: [CH:1]1([CH2:4][N:5]2[CH2:19][CH2:18][CH2:17][N:8]3[C:9]4[CH:10]=[CH:11][C:12]([OH:16])=[CH:13][C:14]=4[CH:15]=[C:7]3[C:6]2=[O:20])[CH2:3][CH2:2]1.[CH:21]([N:24]1[CH2:29][CH2:28][CH:27](O)[CH2:26][CH2:25]1)([CH3:23])[CH3:22].C1(P(C2C=CC=CC=2)C2C=CC=CC=2)C=CC=CC=1.CC(OC(/N=N/C(OC(C)(C)C)=O)=O)(C)C. (5) The reactants are: [CH2:1]=[CH:2][CH:3]=[CH:4][CH3:5].[C:6]1(=[CH:9][C:10](=[O:12])[CH3:11])[CH2:8][CH2:7]1.[OH-].[Na+]. Given the product [CH3:5][C@@H:4]1[CH:3]=[CH:2][CH2:1][C:6]2([CH2:8][CH2:7]2)[C@@H:9]1[C:10](=[O:12])[CH3:11], predict the reactants needed to synthesize it.